Predict which catalyst facilitates the given reaction. From a dataset of Catalyst prediction with 721,799 reactions and 888 catalyst types from USPTO. (1) Reactant: [Cl:1][C:2]1[CH:11]=[C:10]2[C:5]([CH2:6][CH2:7][C:8](=[O:25])[N:9]2[CH:12]2[CH2:17][CH2:16][N:15]([C:18]([O:20][C:21]([CH3:24])([CH3:23])[CH3:22])=[O:19])[CH2:14][CH2:13]2)=[N:4][CH:3]=1.[H-].[Na+].[C:28](=O)([O:32]CC)[O:29][CH2:30][CH3:31].[CH3:36]I. Product: [C:21]([O:20][C:18]([N:15]1[CH2:16][CH2:17][CH:12]([N:9]2[C:10]3[C:5](=[N:4][CH:3]=[C:2]([Cl:1])[CH:11]=3)[CH2:6][C:7]([CH3:36])([C:28]([O:29][CH2:30][CH3:31])=[O:32])[C:8]2=[O:25])[CH2:13][CH2:14]1)=[O:19])([CH3:22])([CH3:24])[CH3:23]. The catalyst class is: 132. (2) Reactant: [CH3:1][O:2][C:3]1[CH:8]=[CH:7][C:6]([C:9]2[CH:10]=[N:11][C:12]3[C:17]([CH:18]=2)=[CH:16][CH:15]=[CH:14][CH:13]=3)=[CH:5][C:4]=1[CH2:19][C:20]([C:22]1[CH:30]=[CH:29][C:25]([C:26]([OH:28])=[O:27])=[CH:24][CH:23]=1)=[O:21].C=O.N1CCCC[CH2:34]1.CC(O)=O.Cl.C([O-])(O)=O.[Na+]. Product: [CH3:1][O:2][C:3]1[CH:8]=[CH:7][C:6]([C:9]2[CH:10]=[N:11][C:12]3[C:17]([CH:18]=2)=[CH:16][CH:15]=[CH:14][CH:13]=3)=[CH:5][C:4]=1[C:19](=[CH2:34])[C:20]([C:22]1[CH:23]=[CH:24][C:25]([C:26]([OH:28])=[O:27])=[CH:29][CH:30]=1)=[O:21]. The catalyst class is: 799. (3) Reactant: Cl.Cl.[N:3]1([CH2:9][C:10]2[CH:11]=[CH:12][CH:13]=[C:14]3[C:19]=2[O:18][CH2:17][CH2:16][CH:15]3[NH2:20])[CH2:8][CH2:7][CH2:6][CH2:5][CH2:4]1.[CH:21]1[C:30]2[C:25](=[CH:26][CH:27]=[CH:28][CH:29]=2)[CH:24]=[CH:23][C:22]=1[S:31]([NH:34][CH:35]([C:40]1[CH:45]=[CH:44][CH:43]=[CH:42][CH:41]=1)[CH2:36][C:37](O)=[O:38])(=[O:33])=[O:32].C1C=CC2N(O)N=NC=2C=1.CCN(C(C)C)C(C)C.C(Cl)CCl. Product: [CH:21]1[C:30]2[C:25](=[CH:26][CH:27]=[CH:28][CH:29]=2)[CH:24]=[CH:23][C:22]=1[S:31]([NH:34][CH:35]([C:40]1[CH:45]=[CH:44][CH:43]=[CH:42][CH:41]=1)[CH2:36][C:37]([NH:20][CH:15]1[C:14]2[C:19](=[C:10]([CH2:9][N:3]3[CH2:8][CH2:7][CH2:6][CH2:5][CH2:4]3)[CH:11]=[CH:12][CH:13]=2)[O:18][CH2:17][CH2:16]1)=[O:38])(=[O:33])=[O:32]. The catalyst class is: 2. (4) Product: [CH2:18]([O:1][C:2]1[C:7]([CH2:8][CH:9]=[C:10]([CH3:12])[CH3:11])=[C:6]([O:13][CH3:14])[CH:5]=[CH:4][C:3]=1[C:15](=[O:17])[CH3:16])[C:19]1[CH:24]=[CH:23][CH:22]=[CH:21][CH:20]=1. Reactant: [OH:1][C:2]1[C:7]([CH2:8][CH:9]=[C:10]([CH3:12])[CH3:11])=[C:6]([O:13][CH3:14])[CH:5]=[CH:4][C:3]=1[C:15](=[O:17])[CH3:16].[CH2:18](Br)[C:19]1[CH:24]=[CH:23][CH:22]=[CH:21][CH:20]=1.C(=O)([O-])[O-].[K+].[K+]. The catalyst class is: 21.